From a dataset of Reaction yield outcomes from USPTO patents with 853,638 reactions. Predict the reaction yield, written as a fraction of the theoretical maximum amount of product (1.0 means a 100% yield; for example, 0.34 means a 34% yield). (1) The reactants are [NH2:1][C:2]1[N:7]=[C:6](Cl)[CH:5]=[C:4](Cl)[N:3]=1.Cl.[Br:11][C:12]1[CH:21]=[C:20]2[C:15]([CH2:16][CH2:17][NH:18][CH2:19]2)=[CH:14][C:13]=1[F:22].[CH3:23][N:24]1[CH2:29][CH2:28][N:27](C)[CH2:26][CH2:25]1.C(O)(C)(C)C.CN1CCNCC1. No catalyst specified. The product is [Br:11][C:12]1[CH:21]=[C:20]2[C:15]([CH2:16][CH2:17][N:18]([C:4]3[CH:5]=[C:6]([N:27]4[CH2:28][CH2:29][N:24]([CH3:23])[CH2:25][CH2:26]4)[N:7]=[C:2]([NH2:1])[N:3]=3)[CH2:19]2)=[CH:14][C:13]=1[F:22]. The yield is 0.562. (2) The reactants are Br[C:2]1[N:6]2[CH:7]=[CH:8][C:9]([C:11]([O:15][CH3:16])([O:13][CH3:14])[CH3:12])=[N:10][C:5]2=[N:4][CH:3]=1.CC1(C)C(C)(C)OB([C:25]2[CH:26]=[C:27]([C:31]3[C:32]([C:37]#[N:38])=[CH:33][CH:34]=[CH:35][CH:36]=3)[CH:28]=[CH:29][CH:30]=2)O1. No catalyst specified. The product is [CH3:14][O:13][C:11]([C:9]1[CH:8]=[CH:7][N:6]2[C:2]([C:29]3[CH:28]=[C:27]([C:31]4[C:32]([C:37]#[N:38])=[CH:33][CH:34]=[CH:35][CH:36]=4)[CH:26]=[CH:25][CH:30]=3)=[CH:3][N:4]=[C:5]2[N:10]=1)([O:15][CH3:16])[CH3:12]. The yield is 0.760.